This data is from Forward reaction prediction with 1.9M reactions from USPTO patents (1976-2016). The task is: Predict the product of the given reaction. (1) Given the reactants [C:1]([O-])([O-])=O.[K+].[K+].ClC(OC)=O.[C:12]([SiH2:16][O:17][C:18]([CH3:30])([CH3:29])[C:19]1[CH:20]=[C:21]([CH2:26][CH2:27][NH2:28])[CH:22]=[CH:23][C:24]=1[Cl:25])([CH3:15])([CH3:14])[CH3:13].[H-].[H-].[H-].[H-].[Li+].[Al+3].C(C(C(C([O-])=O)O)O)([O-])=O.[Na+].[K+].CCN(C(C)C)C(C)C.[CH3:58][C:59]([O:62][C:63](O[C:63]([O:62][C:59]([CH3:61])([CH3:60])[CH3:58])=[O:64])=[O:64])([CH3:61])[CH3:60], predict the reaction product. The product is: [C:59]([O:62][C:63](=[O:64])[N:28]([CH2:27][CH2:26][C:21]1[CH:22]=[CH:23][C:24]([Cl:25])=[C:19]([C:18]([CH3:30])([CH3:29])[O:17][SiH2:16][C:12]([CH3:15])([CH3:14])[CH3:13])[CH:20]=1)[CH3:1])([CH3:61])([CH3:60])[CH3:58]. (2) Given the reactants C([O:8][C:9]1[CH:10]=[C:11]([C@@H:23]([O:62][Si:63]([C:66]([CH3:69])([CH3:68])[CH3:67])([CH3:65])[CH3:64])[CH2:24][NH:25][CH2:26][CH2:27][C:28]2[CH:61]=[CH:60][C:31]([O:32][CH2:33][CH2:34][CH2:35][CH2:36][C:37]3[CH:42]=[CH:41][C:40]([OH:43])=[C:39]([C@@H:44]([C:54]4[CH:59]=[CH:58][CH:57]=[CH:56][CH:55]=4)[CH2:45][CH2:46][N:47]([CH:51]([CH3:53])[CH3:52])[CH:48]([CH3:50])[CH3:49])[CH:38]=3)=[CH:30][CH:29]=2)[CH:12]=[C:13]([O:15]CC2C=CC=CC=2)[CH:14]=1)C1C=CC=CC=1.C([O-])=O.[NH4+], predict the reaction product. The product is: [Si:63]([O:62][C@H:23]([C:11]1[CH:12]=[C:13]([OH:15])[CH:14]=[C:9]([OH:8])[CH:10]=1)[CH2:24][NH:25][CH2:26][CH2:27][C:28]1[CH:61]=[CH:60][C:31]([O:32][CH2:33][CH2:34][CH2:35][CH2:36][C:37]2[CH:42]=[CH:41][C:40]([OH:43])=[C:39]([C@@H:44]([C:54]3[CH:55]=[CH:56][CH:57]=[CH:58][CH:59]=3)[CH2:45][CH2:46][N:47]([CH:48]([CH3:50])[CH3:49])[CH:51]([CH3:53])[CH3:52])[CH:38]=2)=[CH:30][CH:29]=1)([C:66]([CH3:69])([CH3:67])[CH3:68])([CH3:65])[CH3:64]. (3) Given the reactants [Cl:1][C:2]1[CH:7]=[C:6]([N+:8]([O-:10])=[O:9])[CH:5]=[CH:4][C:3]=1[OH:11].[CH3:12][O:13][CH2:14]Cl.C(=O)([O-])[O-].[K+].[K+], predict the reaction product. The product is: [Cl:1][C:2]1[CH:7]=[C:6]([N+:8]([O-:10])=[O:9])[CH:5]=[CH:4][C:3]=1[O:11][CH2:12][O:13][CH3:14]. (4) Given the reactants [Cl:1][C:2]1[C:3]([N:31]2[CH2:36][CH2:35][N:34]([C:37]3[CH:42]=[CH:41][CH:40]=[CH:39][N:38]=3)[CH2:33][CH2:32]2)=[C:4]([F:30])[CH:5]=[C:6]2[C:11]=1[N:10]([C:12]1[CH:17]=[CH:16][C:15]([CH2:18][N:19]3[CH2:23][CH2:22][CH2:21][CH2:20]3)=[CH:14][CH:13]=1)[CH:9]=[C:8]([C:24]([O:26]CC)=[O:25])[C:7]2=[O:29].C(O)(C)C.Cl, predict the reaction product. The product is: [Cl:1][C:2]1[C:3]([N:31]2[CH2:36][CH2:35][N:34]([C:37]3[CH:42]=[CH:41][CH:40]=[CH:39][N:38]=3)[CH2:33][CH2:32]2)=[C:4]([F:30])[CH:5]=[C:6]2[C:11]=1[N:10]([C:12]1[CH:17]=[CH:16][C:15]([CH2:18][N:19]3[CH2:23][CH2:22][CH2:21][CH2:20]3)=[CH:14][CH:13]=1)[CH:9]=[C:8]([C:24]([OH:26])=[O:25])[C:7]2=[O:29]. (5) Given the reactants Cl.Cl[CH2:3][C:4]1[CH:13]=[CH:12][C:11]2[C:6](=[C:7]([C:14]3[C:23]4[C:18](=[CH:19][CH:20]=[CH:21][CH:22]=4)[CH:17]=[CH:16][CH:15]=3)[CH:8]=[CH:9][CH:10]=2)[N:5]=1.[P:24]([O:31]CC)([O:28][CH2:29][CH3:30])[O:25][CH2:26][CH3:27].O, predict the reaction product. The product is: [CH2:26]([O:25][P:24]([CH2:3][C:4]1[CH:13]=[CH:12][C:11]2[C:6](=[C:7]([C:14]3[C:23]4[C:18](=[CH:19][CH:20]=[CH:21][CH:22]=4)[CH:17]=[CH:16][CH:15]=3)[CH:8]=[CH:9][CH:10]=2)[N:5]=1)(=[O:31])[O:28][CH2:29][CH3:30])[CH3:27]. (6) Given the reactants Cl[C:2]1[C:11]2[C:6](=[CH:7][C:8]([O:14][CH3:15])=[C:9]([O:12][CH3:13])[CH:10]=2)[N:5]=[CH:4][C:3]=1[C:16]([NH2:18])=[O:17].[NH2:19][C:20]1[CH:28]=[CH:27][C:23]([C:24]([OH:26])=[O:25])=[C:22](C)[CH:21]=1.[C:30](O)(=O)C.C([O-])(O)=O.[Na+], predict the reaction product. The product is: [C:24]([C:23]1[CH:22]=[CH:21][C:20]([NH:19][C:2]2[C:11]3[C:6](=[CH:7][C:8]([O:14][CH3:15])=[C:9]([O:12][CH3:13])[CH:10]=3)[N:5]=[CH:4][C:3]=2[C:16]([NH2:18])=[O:17])=[C:28]([CH3:30])[CH:27]=1)([OH:26])=[O:25]. (7) Given the reactants [CH3:1][O:2][C:3]1[C:4]2[N:5]([C:9]([C:30]3[CH:35]=[CH:34][CH:33]=[CH:32][CH:31]=3)=[C:10]([C:12]3[CH:17]=[CH:16][C:15]([C:18]4([NH:22]C(=O)OC(C)(C)C)[CH2:21][CH2:20][CH2:19]4)=[CH:14][CH:13]=3)[N:11]=2)[N:6]=[CH:7][CH:8]=1.Cl.[OH-].[Na+].O, predict the reaction product. The product is: [NH3:5].[CH3:1][O:2][C:3]1[C:4]2[N:5]([C:9]([C:30]3[CH:35]=[CH:34][CH:33]=[CH:32][CH:31]=3)=[C:10]([C:12]3[CH:13]=[CH:14][C:15]([C:18]4([NH2:22])[CH2:19][CH2:20][CH2:21]4)=[CH:16][CH:17]=3)[N:11]=2)[N:6]=[CH:7][CH:8]=1. (8) The product is: [O:11]=[C:12]1[C:20]2[C:15](=[CH:16][CH:17]=[CH:18][CH:19]=2)[C:14](=[O:21])[N:13]1[CH2:22][CH:23]=[N:2][OH:3]. Given the reactants Cl.[NH2:2][OH:3].C(N(CC)CC)C.[O:11]=[C:12]1[C:20]2[C:15](=[CH:16][CH:17]=[CH:18][CH:19]=2)[C:14](=[O:21])[N:13]1[CH2:22][CH:23]=O.[Cl-].[NH4+], predict the reaction product.